This data is from Catalyst prediction with 721,799 reactions and 888 catalyst types from USPTO. The task is: Predict which catalyst facilitates the given reaction. (1) Reactant: [F:1][CH:2]([F:5])[CH2:3][OH:4].[H-].[Na+].Cl[C:9]1[N:14]=[C:13]([NH2:15])[C:12]([N+:16]([O-:18])=[O:17])=[CH:11][C:10]=1[CH3:19].O. Product: [F:1][CH:2]([F:5])[CH2:3][O:4][C:9]1[N:14]=[C:13]([NH2:15])[C:12]([N+:16]([O-:18])=[O:17])=[CH:11][C:10]=1[CH3:19]. The catalyst class is: 7. (2) Reactant: Br[C:2]1[CH:7]=[CH:6][C:5]([NH:8][C:9]([N:11]2[CH2:16][CH2:15][O:14][CH2:13][CH2:12]2)=[O:10])=[C:4]([C:17](=[O:21])[N:18]([CH3:20])[CH3:19])[CH:3]=1.[B:22]1([B:22]2[O:26][C:25]([CH3:28])([CH3:27])[C:24]([CH3:30])([CH3:29])[O:23]2)[O:26][C:25]([CH3:28])([CH3:27])[C:24]([CH3:30])([CH3:29])[O:23]1.C([O-])(=O)C.[K+].ClCCl. Product: [CH3:19][N:18]([CH3:20])[C:17]([C:4]1[CH:3]=[C:2]([B:22]2[O:26][C:25]([CH3:28])([CH3:27])[C:24]([CH3:30])([CH3:29])[O:23]2)[CH:7]=[CH:6][C:5]=1[NH:8][C:9]([N:11]1[CH2:16][CH2:15][O:14][CH2:13][CH2:12]1)=[O:10])=[O:21]. The catalyst class is: 9. (3) Reactant: [Cl:1][C:2]1[CH:3]=[C:4]([NH:10]N=C2CCCCC2=O)[CH:5]=[C:6]([Cl:9])[C:7]=1[Cl:8].OS(O)(=O)=O.[C:24]([O-:27])([O-])=O.[Na+].[Na+]. Product: [Cl:9][C:6]1[C:7]([Cl:8])=[C:2]([Cl:1])[CH:3]=[C:4]2[C:5]=1[C:2]1[CH2:7][CH2:6][CH2:5][C:24](=[O:27])[C:3]=1[NH:10]2. The catalyst class is: 23. (4) Reactant: [F:1][C:2]1[C:7]([CH2:8][NH2:9])=[CH:6][CH:5]=[CH:4][C:3]=1[C:10]1[CH:15]=[CH:14][C:13]([C:16]([F:19])([F:18])[F:17])=[CH:12][CH:11]=1.[F:20][C:21]1[CH:26]=[CH:25][C:24]([S:27]([N:30]([CH2:32][C:33](O)=[O:34])[CH3:31])(=[O:29])=[O:28])=[CH:23][CH:22]=1.CN(C(ON1N=NC2C=CC=NC1=2)=[N+](C)C)C.F[P-](F)(F)(F)(F)F.C(N(CC)C(C)C)(C)C.OS([O-])(=O)=O.[K+]. Product: [F:20][C:21]1[CH:22]=[CH:23][C:24]([S:27]([N:30]([CH3:31])[CH2:32][C:33]([NH:9][CH2:8][C:7]2[C:2]([F:1])=[C:3]([C:10]3[CH:15]=[CH:14][C:13]([C:16]([F:17])([F:18])[F:19])=[CH:12][CH:11]=3)[CH:4]=[CH:5][CH:6]=2)=[O:34])(=[O:28])=[O:29])=[CH:25][CH:26]=1. The catalyst class is: 2. (5) Reactant: [C:1]([O:5][C:6]([N-:8][S:9](N1C=CC(=[N+](C)C)C=C1)(=[O:11])=[O:10])=[O:7])([CH3:4])([CH3:3])[CH3:2].[CH3:21][NH:22][CH2:23][C:24]1[CH:29]=[CH:28][CH:27]=[CH:26][CH:25]=1. Product: [CH2:23]([N:22]([CH3:21])[S:9]([NH:8][C:6](=[O:7])[O:5][C:1]([CH3:3])([CH3:2])[CH3:4])(=[O:10])=[O:11])[C:24]1[CH:29]=[CH:28][CH:27]=[CH:26][CH:25]=1. The catalyst class is: 2. (6) The catalyst class is: 3. Reactant: [CH:1]([C:3]1[CH:10]=[CH:9][C:6]([CH2:7]Cl)=[CH:5][CH:4]=1)=[CH2:2].[N-:11]=[N+:12]=[N-:13].[Na+]. Product: [CH:1]([C:3]1[CH:10]=[CH:9][C:6]([CH2:7][N:11]=[N+:12]=[N-:13])=[CH:5][CH:4]=1)=[CH2:2]. (7) Reactant: [Cl:1][C:2]1[C:3]([F:42])=[C:4]([C@@H:8]2[C@:12]([C:15]3[CH:20]=[CH:19][C:18]([Cl:21])=[CH:17][C:16]=3[F:22])([C:13]#[N:14])[C@H:11]([CH2:23][C:24]([CH3:27])([CH3:26])[CH3:25])[NH:10][C@H:9]2[C:28]([NH:30][C:31]2C=CC(C(O)=O)=C(OC)C=2)=[O:29])[CH:5]=[CH:6][CH:7]=1.CO[CH2:45][CH2:46][O:47]C.C=[O:50]. Product: [Cl:1][C:2]1[C:3]([F:42])=[C:4]([C@H:8]2[C@H:9]3[N:10]([CH2:31][N:30]([CH2:45][C:46]([OH:47])=[O:50])[C:28]3=[O:29])[C@@H:11]([CH2:23][C:24]([CH3:27])([CH3:25])[CH3:26])[C@@:12]2([C:15]2[CH:20]=[CH:19][C:18]([Cl:21])=[CH:17][C:16]=2[F:22])[C:13]#[N:14])[CH:5]=[CH:6][CH:7]=1. The catalyst class is: 6. (8) Reactant: [F:1][C:2]1[CH:7]=[CH:6][C:5]([N:8]2[CH:11]([C:12]3[CH:17]=[CH:16][C:15]([OH:18])=[CH:14][CH:13]=3)[CH:10]([CH2:19][CH2:20]Cl)[C:9]2=[O:22])=[CH:4][CH:3]=1.[F:23][C:24]1[CH:29]=[CH:28][C:27]([SH:30])=[CH:26][CH:25]=1.C(N(CC)CC)C. Product: [F:1][C:2]1[CH:7]=[CH:6][C:5]([N:8]2[CH:11]([C:12]3[CH:17]=[CH:16][C:15]([OH:18])=[CH:14][CH:13]=3)[CH:10]([CH2:19][CH2:20][S:30][C:27]3[CH:28]=[CH:29][C:24]([F:23])=[CH:25][CH:26]=3)[C:9]2=[O:22])=[CH:4][CH:3]=1. The catalyst class is: 23. (9) Reactant: [NH2:1][CH2:2][C:3]1[C:4]([F:20])=[C:5]([O:10][C:11]2[CH:12]=[C:13]([CH:16]=[C:17]([CH3:19])[CH:18]=2)[C:14]#[N:15])[C:6]([Cl:9])=[CH:7][CH:8]=1.[Br:21][C:22]1[N:23]=[C:24]([CH3:30])[NH:25][C:26]=1[C:27](O)=[O:28].CCN(C(C)C)C(C)C.C(Cl)CCl. Product: [Br:21][C:22]1[N:23]=[C:24]([CH3:30])[NH:25][C:26]=1[C:27]([NH:1][CH2:2][C:3]1[CH:8]=[CH:7][C:6]([Cl:9])=[C:5]([O:10][C:11]2[CH:18]=[C:17]([CH3:19])[CH:16]=[C:13]([C:14]#[N:15])[CH:12]=2)[C:4]=1[F:20])=[O:28]. The catalyst class is: 1. (10) Reactant: [CH3:1][C:2]1[CH:7]=[CH:6][N:5]=[CH:4][C:3]=1[N:8]1[CH2:12][CH2:11][NH:10][C:9]1=[O:13].Br[C:15]1[CH:23]=[CH:22][C:18]2[S:19][CH:20]=[CH:21][C:17]=2[CH:16]=1.N[C@@H]1CCCC[C@H]1N.C(=O)([O-])[O-].[K+].[K+]. Product: [S:19]1[CH:20]=[CH:21][C:17]2[CH:16]=[C:15]([N:10]3[CH2:11][CH2:12][N:8]([C:3]4[CH:4]=[N:5][CH:6]=[CH:7][C:2]=4[CH3:1])[C:9]3=[O:13])[CH:23]=[CH:22][C:18]1=2. The catalyst class is: 246.